This data is from Forward reaction prediction with 1.9M reactions from USPTO patents (1976-2016). The task is: Predict the product of the given reaction. Given the reactants BrC(N(C)C)=C(C)C.[C:9]([O:13][C:14](=[O:33])[NH:15][CH:16]1[CH:26]2[CH2:27][CH2:28][CH:17]1[CH2:18][C:19]1[CH:20]=[C:21]([CH:29]=[CH:30][CH2:31]O)[CH:22]=[CH:23][C:24]=1[CH2:25]2)([CH3:12])([CH3:11])[CH3:10].[NH:34]1[CH2:39][CH2:38][O:37][CH2:36][CH2:35]1.C(Cl)Cl.CO.[OH-].[NH4+], predict the reaction product. The product is: [C:9]([O:13][C:14](=[O:33])[NH:15][CH:16]1[CH:26]2[CH2:27][CH2:28][CH:17]1[CH2:18][C:19]1[CH:20]=[C:21]([CH:29]=[CH:30][CH2:31][N:34]3[CH2:39][CH2:38][O:37][CH2:36][CH2:35]3)[CH:22]=[CH:23][C:24]=1[CH2:25]2)([CH3:12])([CH3:11])[CH3:10].